From a dataset of Full USPTO retrosynthesis dataset with 1.9M reactions from patents (1976-2016). Predict the reactants needed to synthesize the given product. (1) The reactants are: [C:1]([O:5][C:6]([NH:8][C:9]1[CH:14]=[CH:13][CH:12]=[CH:11][C:10]=1[NH:15][C:16](=[O:28])/[CH:17]=[CH:18]/[C:19]1[CH:20]=[C:21]([CH:25]=[CH:26][CH:27]=1)[C:22](O)=[O:23])=[O:7])([CH3:4])([CH3:3])[CH3:2].O=S(Cl)Cl.[C:33]([C:35]1[CH:36]=[C:37]([NH:41][C:42]2[C:51]3[C:46](=[CH:47][C:48]([NH2:52])=[CH:49][CH:50]=3)[N:45]=[CH:44][N:43]=2)[CH:38]=[CH:39][CH:40]=1)#[CH:34].O. Given the product [C:33]([C:35]1[CH:36]=[C:37]([NH:41][C:42]2[C:51]3[C:46](=[CH:47][C:48]([NH:52][C:22]([C:21]4[CH:20]=[C:19](/[CH:18]=[CH:17]/[C:16]([NH:15][C:10]5[CH:11]=[CH:12][CH:13]=[CH:14][C:9]=5[NH:8][C:6](=[O:7])[O:5][C:1]([CH3:2])([CH3:4])[CH3:3])=[O:28])[CH:27]=[CH:26][CH:25]=4)=[O:23])=[CH:49][CH:50]=3)[N:45]=[CH:44][N:43]=2)[CH:38]=[CH:39][CH:40]=1)#[CH:34], predict the reactants needed to synthesize it. (2) Given the product [C:1]([OH:12])(=[O:11])[CH2:2][CH2:3][CH2:4][CH2:5][CH2:6][CH2:7][CH2:8][CH2:9][CH2:10][CH2:13][CH2:14][CH3:15].[C:13]([OH:24])(=[O:23])[C:14]1[CH:22]=[C:20]([OH:21])[C:18]([OH:19])=[C:16]([OH:17])[CH:15]=1, predict the reactants needed to synthesize it. The reactants are: [C:1]([OH:12])(=[O:11])[CH2:2][CH2:3][CH2:4][CH2:5][CH2:6][CH2:7][CH2:8][CH2:9][CH3:10].[C:13]([OH:24])(=[O:23])[C:14]1[CH:22]=[C:20]([OH:21])[C:18]([OH:19])=[C:16]([OH:17])[CH:15]=1.P(=O)(O)(O)O.